Dataset: Catalyst prediction with 721,799 reactions and 888 catalyst types from USPTO. Task: Predict which catalyst facilitates the given reaction. (1) Reactant: [F:1][C:2]1[CH:3]=[CH:4][C:5]([O:15][CH2:16][C:17]2[CH:22]=[CH:21][C:20]([F:23])=[CH:19][CH:18]=2)=[C:6]([C:8](=O)[CH2:9][CH2:10][C:11](=O)[CH3:12])[CH:7]=1.[CH3:24][O:25][C:26](=[O:40])[C:27]1[CH:32]=[C:31]([N:33]2[CH2:37][CH2:36][CH2:35][C:34]2=[O:38])[CH:30]=[C:29]([NH2:39])[CH:28]=1.CC1C=CC(S(O)(=O)=O)=CC=1.Cl. Product: [CH3:3][CH2:4][CH2:5][CH:6]([CH3:8])[CH3:7].[CH3:2][CH2:24][O:25][C:26]([CH3:27])=[O:40].[CH3:24][O:25][C:26](=[O:40])[C:27]1[CH:32]=[C:31]([N:33]2[CH2:37][CH2:36][CH2:35][C:34]2=[O:38])[CH:30]=[C:29]([N:39]2[C:11]([CH3:12])=[CH:10][CH:9]=[C:8]2[C:6]2[CH:7]=[C:2]([F:1])[CH:3]=[CH:4][C:5]=2[O:15][CH2:16][C:17]2[CH:22]=[CH:21][C:20]([F:23])=[CH:19][CH:18]=2)[CH:28]=1. The catalyst class is: 496. (2) Reactant: [NH:1]1[CH2:6][CH2:5][NH:4][CH2:3][CH2:2]1.Br[C:8]1[C:9](=[O:17])[N:10]([CH3:16])[C:11](=[O:15])[N:12]([CH3:14])[N:13]=1.C(N(CC)CC)C.ClCCl. Product: [CH3:14][N:12]1[C:11](=[O:15])[N:10]([CH3:16])[C:9](=[O:17])[C:8]([N:1]2[CH2:6][CH2:5][NH:4][CH2:3][CH2:2]2)=[N:13]1. The catalyst class is: 11. (3) Reactant: Br[CH2:2][CH2:3][O:4][C:5]1[CH:14]=[C:13]2[C:8]([C:9]([NH:15][C:16]3[CH:21]=[CH:20][CH:19]=[C:18]4[O:22][CH2:23][O:24][C:17]=34)=[N:10][CH:11]=[N:12]2)=[CH:7][C:6]=1[O:25][CH3:26].[I-].[Na+].[CH3:29][N:30]([CH:32]=O)C. Product: [N:30]1([CH2:2][CH2:3][O:4][C:5]2[CH:14]=[C:13]3[C:8]([C:9]([NH:15][C:16]4[CH:21]=[CH:20][CH:19]=[C:18]5[O:22][CH2:23][O:24][C:17]=45)=[N:10][CH:11]=[N:12]3)=[CH:7][C:6]=2[O:25][CH3:26])[CH2:32][CH2:7][CH2:6][CH2:5][CH2:14][CH2:29]1. The catalyst class is: 10.